From a dataset of Catalyst prediction with 721,799 reactions and 888 catalyst types from USPTO. Predict which catalyst facilitates the given reaction. Reactant: [CH3:1][O:2][CH:3]([O:17][CH3:18])[CH2:4][CH2:5][CH2:6][O:7][C:8]1[CH:13]=[CH:12][C:11]([N+:14]([O-])=O)=[CH:10][CH:9]=1. Product: [CH3:18][O:17][CH:3]([O:2][CH3:1])[CH2:4][CH2:5][CH2:6][O:7][C:8]1[CH:9]=[CH:10][C:11]([NH2:14])=[CH:12][CH:13]=1. The catalyst class is: 19.